From a dataset of Reaction yield outcomes from USPTO patents with 853,638 reactions. Predict the reaction yield, written as a fraction of the theoretical maximum amount of product (1.0 means a 100% yield; for example, 0.34 means a 34% yield). (1) The reactants are [CH2:1]([O:3][CH:4]([O:9][CH2:10][CH3:11])[C:5](=[NH:8])OC)[CH3:2].Cl.[F:13][CH:14]([F:20])[C:15](=[N:17]NC)[NH2:16].[C:21]([O-])(=O)C.[Na+]. The product is [CH2:10]([O:9][CH:4]([O:3][CH2:1][CH3:2])[C:5]1[N:8]([CH3:21])[N:17]=[C:15]([CH:14]([F:20])[F:13])[N:16]=1)[CH3:11]. The catalyst is CO. The yield is 0.326. (2) The reactants are [C:1]([C:5]1[CH:11]=[CH:10][C:9]([N+:12]([O-:14])=[O:13])=[CH:8][C:6]=1N)([CH3:4])([CH3:3])[CH3:2].N([O-])=[O:16].[Na+].NC(N)=O.OS(O)(=O)=O.O. The catalyst is OS(O)(=O)=O.O. The product is [C:1]([C:5]1[CH:11]=[CH:10][C:9]([N+:12]([O-:14])=[O:13])=[CH:8][C:6]=1[OH:16])([CH3:4])([CH3:3])[CH3:2]. The yield is 0.620. (3) The reactants are [Br:1][C:2]1[CH:10]=[C:9]([F:11])[C:5]([C:6](O)=O)=[C:4]([F:12])[CH:3]=1.[NH:13]([C:15](=[S:17])[NH2:16])[NH2:14].O=P(Cl)(Cl)Cl. No catalyst specified. The product is [Br:1][C:2]1[CH:10]=[C:9]([F:11])[C:5]([C:6]2[S:17][C:15]([NH2:16])=[N:13][N:14]=2)=[C:4]([F:12])[CH:3]=1. The yield is 0.840. (4) The yield is 0.860. The reactants are C(N(CC)CC)C.Cl.[Cl:9][C:10]1[CH:11]=[C:12]2[C:16](=[CH:17][CH:18]=1)[NH:15][CH:14]=[C:13]2[CH2:19][CH2:20][NH2:21].[CH3:22][C:23]1[O:27][C:26]([C:28]2[CH:33]=[CH:32][CH:31]=[CH:30][CH:29]=2)=[C:25]([C:34](Cl)=[O:35])[CH:24]=1. The product is [Cl:9][C:10]1[CH:11]=[C:12]2[C:16](=[CH:17][CH:18]=1)[NH:15][CH:14]=[C:13]2[CH2:19][CH2:20][NH:21][C:34]([C:25]1[CH:24]=[C:23]([CH3:22])[O:27][C:26]=1[C:28]1[CH:33]=[CH:32][CH:31]=[CH:30][CH:29]=1)=[O:35]. The catalyst is ClCCl.